From a dataset of Catalyst prediction with 721,799 reactions and 888 catalyst types from USPTO. Predict which catalyst facilitates the given reaction. (1) Reactant: S(S([O-])=O)([O-])=O.[Na+].[Na+].[Cl:9][CH2:10][CH2:11][CH2:12][CH2:13][CH2:14][CH2:15][NH:16][C:17]1[C:22]([N+:23]([O-])=O)=[C:21]([O:26][C:27]2[CH:32]=[CH:31][CH:30]=[CH:29][CH:28]=2)[N:20]=[C:19]([CH3:33])[C:18]=1[CH3:34].C(O)C.O1CCCC1. Product: [Cl:9][CH2:10][CH2:11][CH2:12][CH2:13][CH2:14][CH2:15][NH:16][C:17]1[C:18]([CH3:34])=[C:19]([CH3:33])[N:20]=[C:21]([O:26][C:27]2[CH:28]=[CH:29][CH:30]=[CH:31][CH:32]=2)[C:22]=1[NH2:23]. The catalyst class is: 6. (2) Reactant: C([BH3-])#N.[F:4][C:5]([F:26])([F:25])[C:6]1[CH:7]=[C:8]([C:12]#[C:13][C:14]2[N:18]3[CH:19]=[CH:20][CH:21]=[CH:22][C:17]3=[N:16][C:15]=2[CH2:23][NH2:24])[CH:9]=[CH:10][CH:11]=1.O.O=[CH:29][C:30]([OH:32])=[O:31]. Product: [F:26][C:5]([F:4])([F:25])[C:6]1[CH:7]=[C:8]([C:12]#[C:13][C:14]2[N:18]3[CH:19]=[CH:20][CH:21]=[CH:22][C:17]3=[N:16][C:15]=2[CH2:23][NH:24][CH2:29][C:30]([OH:32])=[O:31])[CH:9]=[CH:10][CH:11]=1. The catalyst class is: 98. (3) Reactant: [N+:1]([C:4]1[CH:5]=[C:6]([CH:17]=[CH:18][C:19]=1[N+:20]([O-])=O)[O:7][CH2:8][CH2:9][CH2:10][N:11]1[CH2:16][CH2:15][CH2:14][CH2:13][CH2:12]1)([O-])=O.C(O)=O. Product: [N:11]1([CH2:10][CH2:9][CH2:8][O:7][C:6]2[CH:5]=[C:4]([NH2:1])[C:19]([NH2:20])=[CH:18][CH:17]=2)[CH2:16][CH2:15][CH2:14][CH2:13][CH2:12]1. The catalyst class is: 19. (4) Reactant: [Br:1][C:2]1[CH:3]=[C:4]2[C:8](=[CH:9][CH:10]=1)[NH:7][CH:6]=[C:5]2[CH:11]([CH3:13])[CH3:12].[CH2:14]([O:16][C:17](=[O:31])[CH2:18][O:19][C:20]1[CH:25]=[CH:24][C:23]([S:26](Cl)(=[O:28])=[O:27])=[CH:22][C:21]=1[CH3:30])[CH3:15].C(=O)([O-])[O-].[K+].[K+]. Product: [CH2:14]([O:16][C:17](=[O:31])[CH2:18][O:19][C:20]1[CH:25]=[CH:24][C:23]([S:26]([N:7]2[C:8]3[C:4](=[CH:3][C:2]([Br:1])=[CH:10][CH:9]=3)[C:5]([CH:11]([CH3:13])[CH3:12])=[CH:6]2)(=[O:27])=[O:28])=[CH:22][C:21]=1[CH3:30])[CH3:15]. The catalyst class is: 131. (5) Reactant: Cl.Br[C:3]1[C:4]([O:9][C:10]2[CH:15]=[CH:14][C:13]([NH:16][C:17]3[CH:22]=[CH:21][CH:20]=[CH:19][N:18]=3)=[CH:12][CH:11]=2)=[N:5][CH:6]=[CH:7][CH:8]=1.CC1(C)C(C)(C)OB([C:31]2[CH2:36][CH2:35][N:34]([C:37](=[O:39])[CH3:38])[CH2:33][CH:32]=2)O1.C([O-])(=O)C.[K+].CC(N)CC1C=CC=CC=1.OP(O)(O)=O. Product: [N:18]1[CH:19]=[CH:20][CH:21]=[CH:22][C:17]=1[NH:16][C:13]1[CH:14]=[CH:15][C:10]([O:9][C:4]2[C:3]([C:31]3[CH2:36][CH2:35][N:34]([C:37](=[O:39])[CH3:38])[CH2:33][CH:32]=3)=[CH:8][CH:7]=[CH:6][N:5]=2)=[CH:11][CH:12]=1. The catalyst class is: 192. (6) The catalyst class is: 9. Product: [F:30][C:2]1([F:1])[CH2:7][CH2:6][N:5]([C:8]([C:10]2[N:11]([CH2:34][C:35]#[N:36])[C:12]3[C:17]([CH:18]=2)=[CH:16][C:15]([C:19]([N:21]2[CH2:22][CH2:23][N:24]([CH:27]([CH3:28])[CH3:29])[CH2:25][CH2:26]2)=[O:20])=[CH:14][CH:13]=3)=[O:9])[CH2:4][CH2:3]1. Reactant: [F:1][C:2]1([F:30])[CH2:7][CH2:6][N:5]([C:8]([C:10]2[NH:11][C:12]3[C:17]([CH:18]=2)=[CH:16][C:15]([C:19]([N:21]2[CH2:26][CH2:25][N:24]([CH:27]([CH3:29])[CH3:28])[CH2:23][CH2:22]2)=[O:20])=[CH:14][CH:13]=3)=[O:9])[CH2:4][CH2:3]1.[H-].[Na+].Br[CH2:34][C:35]#[N:36].